This data is from Forward reaction prediction with 1.9M reactions from USPTO patents (1976-2016). The task is: Predict the product of the given reaction. (1) Given the reactants Cl[C:2]1[CH:11]=[C:10]([C:12]#[N:13])[C:5]([C:6]([O:8][CH3:9])=[O:7])=[C:4]([NH:14][C:15]2[CH:20]=[CH:19][CH:18]=[C:17]([S:21]([CH3:24])(=[O:23])=[O:22])[CH:16]=2)[N:3]=1.CCN(CC)CC.[NH2:32][C@@H:33]1[CH2:37][CH2:36][CH2:35][C@@H:34]1[NH:38][C:39](=[O:45])[O:40][C:41]([CH3:44])([CH3:43])[CH3:42].C([O-])(O)=O.[Na+], predict the reaction product. The product is: [C:41]([O:40][C:39]([NH:38][C@H:34]1[CH2:35][CH2:36][CH2:37][C@H:33]1[NH:32][C:2]1[CH:11]=[C:10]([C:12]#[N:13])[C:5]([C:6]([O:8][CH3:9])=[O:7])=[C:4]([NH:14][C:15]2[CH:20]=[CH:19][CH:18]=[C:17]([S:21]([CH3:24])(=[O:23])=[O:22])[CH:16]=2)[N:3]=1)=[O:45])([CH3:44])([CH3:42])[CH3:43]. (2) Given the reactants [CH3:1][NH:2][CH2:3][CH2:4][CH2:5][CH2:6][CH2:7][CH2:8][CH2:9][CH2:10][CH2:11][N:12]1[CH2:17][CH2:16][CH:15]([O:18][C:19](=[O:33])[NH:20][C:21]2[CH:26]=[CH:25][CH:24]=[CH:23][C:22]=2[C:27]2[CH:32]=[CH:31][CH:30]=[CH:29][CH:28]=2)[CH2:14][CH2:13]1.C1(N)C(F)=C(F)C(F)=C(N)C=1F.Cl.Cl.[Cl:48][C:49]1[C:56]([OH:57])=[C:55]([Cl:58])[CH:54]=[CH:53][C:50]=1[CH:51]=O, predict the reaction product. The product is: [NH3:2].[Cl:48][C:49]1[C:56]([OH:57])=[C:55]([Cl:58])[CH:54]=[CH:53][C:50]=1[CH2:51][N:2]([CH3:1])[CH2:3][CH2:4][CH2:5][CH2:6][CH2:7][CH2:8][CH2:9][CH2:10][CH2:11][N:12]1[CH2:13][CH2:14][CH:15]([O:18][C:19](=[O:33])[NH:20][C:21]2[CH:26]=[CH:25][CH:24]=[CH:23][C:22]=2[C:27]2[CH:28]=[CH:29][CH:30]=[CH:31][CH:32]=2)[CH2:16][CH2:17]1. (3) Given the reactants [F:1][C:2]1[CH:7]=[C:6](I)[CH:5]=[CH:4][N:3]=1.C(N(CC)CC)C.[CH:16]#[C:17][CH2:18][CH2:19][CH3:20].O, predict the reaction product. The product is: [F:1][C:2]1[CH:7]=[C:6]([C:16]#[C:17][CH2:18][CH2:19][CH3:20])[CH:5]=[CH:4][N:3]=1. (4) Given the reactants [CH2:1]([C:8]1[CH:34]=[CH:33][C:11]([CH2:12][N:13]([C:22]2[CH:23]=[CH:24][C:25]([OH:32])=[C:26]([CH:31]=2)[C:27]([O:29]C)=[O:28])[C:14](=[O:21])[C:15]2[CH:20]=[CH:19][CH:18]=[CH:17][CH:16]=2)=[CH:10][CH:9]=1)[CH2:2][CH2:3][CH2:4][CH2:5][CH2:6][CH3:7], predict the reaction product. The product is: [CH2:1]([C:8]1[CH:9]=[CH:10][C:11]([CH2:12][N:13]([C:22]2[CH:23]=[CH:24][C:25]([OH:32])=[C:26]([CH:31]=2)[C:27]([OH:29])=[O:28])[C:14](=[O:21])[C:15]2[CH:20]=[CH:19][CH:18]=[CH:17][CH:16]=2)=[CH:33][CH:34]=1)[CH2:2][CH2:3][CH2:4][CH2:5][CH2:6][CH3:7]. (5) Given the reactants [CH:1]1([C:4]2[C:5]([O:13][CH2:14][C:15]([F:18])([F:17])[F:16])=[CH:6][C:7]([C:10](O)=O)=[N:8][CH:9]=2)[CH2:3][CH2:2]1.C1N=CN(C(N2C=NC=C2)=O)C=1.CCN(C(C)C)C(C)C.[Cl-].[NH2:41][C:42](=[O:48])[C:43]([CH3:47])([NH3+:46])[CH2:44][CH3:45], predict the reaction product. The product is: [CH:1]1([C:4]2[C:5]([O:13][CH2:14][C:15]([F:18])([F:17])[F:16])=[CH:6][C:7]([C:10]3[NH:41][C:42](=[O:48])[C:43]([CH2:44][CH3:45])([CH3:47])[N:46]=3)=[N:8][CH:9]=2)[CH2:3][CH2:2]1. (6) Given the reactants FC1C=CC([C:8]2[CH:13]=[C:12]([S:14]([C:17]3[CH:22]=[CH:21][C:20](C)=[C:19](C4C=CC(F)=CC=4)[CH:18]=3)(=[O:16])=[O:15])[CH:11]=[CH:10][C:9]=2[CH3:31])=CC=1.[O:32]1[C:36]2([CH2:41][CH2:40][NH:39][CH2:38][CH2:37]2)[O:35][CH2:34][CH2:33]1.C(=O)([O-])[O-].[K+].[K+].O, predict the reaction product. The product is: [C:9]1([CH3:31])[CH:10]=[CH:11][C:12]([S:14]([C:17]2[CH:22]=[CH:21][C:20]([N:39]3[CH2:40][CH2:41][C:36]4([O:35][CH2:34][CH2:33][O:32]4)[CH2:37][CH2:38]3)=[CH:19][CH:18]=2)(=[O:15])=[O:16])=[CH:13][CH:8]=1. (7) Given the reactants [CH2:1]([N:8]1[C:16]2[C:11](=[N:12][C:13](Cl)=[CH:14][CH:15]=2)[CH:10]=[N:9]1)[C:2]1[CH:7]=[CH:6][CH:5]=[CH:4][CH:3]=1.[NH:18]([C:27]([O:29][C:30]([CH3:33])([CH3:32])[CH3:31])=[O:28])[NH:19][C:20]([O:22][C:23]([CH3:26])([CH3:25])[CH3:24])=[O:21].C(=O)([O-])[O-].[Cs+].[Cs+].C1(C)C=CC=CC=1, predict the reaction product. The product is: [CH2:1]([N:8]1[C:16]2[C:11](=[N:12][C:13]([N:18]([C:27]([O:29][C:30]([CH3:33])([CH3:32])[CH3:31])=[O:28])[NH:19][C:20]([O:22][C:23]([CH3:24])([CH3:25])[CH3:26])=[O:21])=[CH:14][CH:15]=2)[CH:10]=[N:9]1)[C:2]1[CH:7]=[CH:6][CH:5]=[CH:4][CH:3]=1.